This data is from Reaction yield outcomes from USPTO patents with 853,638 reactions. The task is: Predict the reaction yield, written as a fraction of the theoretical maximum amount of product (1.0 means a 100% yield; for example, 0.34 means a 34% yield). The reactants are [Cl:1][C:2]1[C:3]([Cl:23])=[CH:4][C:5]2[C:6]3[CH2:15][CH2:14][N:13]([C:16]([O:18][C:19]([CH3:22])([CH3:21])[CH3:20])=[O:17])[CH2:12][CH2:11][C:7]=3[NH:8][C:9]=2[CH:10]=1.[H-].[Na+].[F:26][C:27]1[CH:36]=[CH:35][C:30]([O:31][CH2:32][CH2:33]Br)=[CH:29][CH:28]=1. The catalyst is CN(C=O)C. The product is [Cl:1][C:2]1[C:3]([Cl:23])=[CH:4][C:5]2[C:6]3[CH2:15][CH2:14][N:13]([C:16]([O:18][C:19]([CH3:20])([CH3:22])[CH3:21])=[O:17])[CH2:12][CH2:11][C:7]=3[N:8]([CH2:33][CH2:32][O:31][C:30]3[CH:35]=[CH:36][C:27]([F:26])=[CH:28][CH:29]=3)[C:9]=2[CH:10]=1. The yield is 0.780.